From a dataset of Peptide-MHC class II binding affinity with 134,281 pairs from IEDB. Regression. Given a peptide amino acid sequence and an MHC pseudo amino acid sequence, predict their binding affinity value. This is MHC class II binding data. (1) The peptide sequence is AIALDFKPGTSGSPI. The MHC is DRB1_0405 with pseudo-sequence DRB1_0405. The binding affinity (normalized) is 0.123. (2) The peptide sequence is IVLIALSILAILKGL. The MHC is DRB1_0101 with pseudo-sequence DRB1_0101. The binding affinity (normalized) is 0.257.